This data is from Full USPTO retrosynthesis dataset with 1.9M reactions from patents (1976-2016). The task is: Predict the reactants needed to synthesize the given product. (1) Given the product [CH2:71]([O:70][CH:69]([O:73][CH2:74][CH3:75])[CH2:68][CH2:67][NH:66][C:28]([C:25]1[CH:24]=[C:23]([C:19]2[CH:18]=[C:17]([O:16][C:15]3[CH:31]=[CH:32][C:12]([NH:11][C:9]([NH:8][C:4]4[CH:5]=[CH:6][CH:7]=[C:2]([CH3:1])[CH:3]=4)=[O:10])=[CH:13][CH:14]=3)[CH:22]=[CH:21][N:20]=2)[NH:27][CH:26]=1)=[O:29])[CH3:72], predict the reactants needed to synthesize it. The reactants are: [CH3:1][C:2]1[CH:3]=[C:4]([NH:8][C:9]([NH:11][C:12]2[CH:32]=[CH:31][C:15]([O:16][C:17]3[CH:22]=[CH:21][N:20]=[C:19]([C:23]4[NH:27][CH:26]=[C:25]([C:28](O)=[O:29])[CH:24]=4)[CH:18]=3)=[CH:14][CH:13]=2)=[O:10])[CH:5]=[CH:6][CH:7]=1.CN(C(ON1N=NC2C=CC=NC1=2)=[N+](C)C)C.F[P-](F)(F)(F)(F)F.C(N(CC)C(C)C)(C)C.[NH2:66][CH2:67][CH2:68][CH:69]([O:73][CH2:74][CH3:75])[O:70][CH2:71][CH3:72]. (2) Given the product [OH:11][C:2]1[C:3]([C:12](=[O:14])[CH3:13])=[CH:4][C:5]2[CH2:6][CH2:7][CH2:8][CH2:9][C:10]=2[CH:1]=1, predict the reactants needed to synthesize it. The reactants are: [CH:1]1[C:10]2[CH2:9][CH2:8][CH2:7][CH2:6][C:5]=2[CH:4]=[CH:3][C:2]=1[OH:11].[C:12](O)(=[O:14])[CH3:13]. (3) Given the product [ClH:5].[ClH:5].[NH:20]([C:19]1[CH:21]=[CH:22][C:16]([O:15][CH2:14][C:11]2[CH:10]=[CH:9][C:8]([CH3:7])=[CH:13][N:12]=2)=[CH:17][CH:18]=1)[NH2:1], predict the reactants needed to synthesize it. The reactants are: [N:1]([O-])=O.[Na+].[ClH:5].Cl.[CH3:7][C:8]1[CH:9]=[CH:10][C:11]([CH2:14][O:15][C:16]2[CH:22]=[CH:21][C:19]([NH2:20])=[CH:18][CH:17]=2)=[N:12][CH:13]=1.Cl.S(S([O-])=O)([O-])=O.[Na+].[Na+].[OH-].[Na+]. (4) Given the product [F:18][C:2]([F:1])([F:17])[C:3]1[CH:4]=[CH:5][C:6]([O:9][C:10]2[CH:11]=[CH:12][C:13]([O:16][C:26]([N:28]3[C:37]4[C:32](=[CH:33][CH:34]=[C:35]([C:38]([F:40])([F:39])[F:41])[CH:36]=4)[CH2:31][CH2:30][CH2:29]3)=[O:27])=[CH:14][CH:15]=2)=[N:7][CH:8]=1, predict the reactants needed to synthesize it. The reactants are: [F:1][C:2]([F:18])([F:17])[C:3]1[CH:4]=[CH:5][C:6]([O:9][C:10]2[CH:15]=[CH:14][C:13]([OH:16])=[CH:12][CH:11]=2)=[N:7][CH:8]=1.[I-].C[N+]1C=CN([C:26]([N:28]2[C:37]3[C:32](=[CH:33][CH:34]=[C:35]([C:38]([F:41])([F:40])[F:39])[CH:36]=3)[CH2:31][CH2:30][CH2:29]2)=[O:27])C=1. (5) Given the product [CH2:1]([O:4][C@H:5]1[CH2:10][CH2:9][C@H:8]([NH2:11])[CH2:7][CH2:6]1)[CH2:2][CH3:3], predict the reactants needed to synthesize it. The reactants are: [CH2:1]([O:4][C@H:5]1[CH2:10][CH2:9][C@H:8]([N:11]2C(=O)C3=CC=CC=C3C2=O)[CH2:7][CH2:6]1)[CH2:2][CH3:3].O.NN. (6) Given the product [P:50]([O:40][CH2:39][CH2:38][N:36]([CH2:35][CH2:34][O:33][C:31]1[CH:30]=[C:29]([O:41][CH2:42][CH2:43][O:44][CH3:45])[CH:28]=[C:27]2[C:32]=1[C:23]([NH:22][C:19]1[CH:18]=[C:17]([CH2:16][C:15]([NH:14][C:8]3[CH:9]=[CH:10][CH:11]=[C:12]([F:13])[C:7]=3[F:6])=[O:46])[NH:21][N:20]=1)=[N:24][CH:25]=[N:26]2)[CH3:37])([O:51][C:52]([CH3:53])([CH3:54])[CH3:55])([O:56][C:57]([CH3:58])([CH3:59])[CH3:60])=[O:66], predict the reactants needed to synthesize it. The reactants are: N1C=NN=N1.[F:6][C:7]1[C:12]([F:13])=[CH:11][CH:10]=[CH:9][C:8]=1[NH:14][C:15](=[O:46])[CH2:16][C:17]1[NH:21][N:20]=[C:19]([NH:22][C:23]2[C:32]3[C:27](=[CH:28][C:29]([O:41][CH2:42][CH2:43][O:44][CH3:45])=[CH:30][C:31]=3[O:33][CH2:34][CH2:35][N:36]([CH2:38][CH2:39][OH:40])[CH3:37])[N:26]=[CH:25][N:24]=2)[CH:18]=1.C(N(CC)[P:50]([O:56][C:57]([CH3:60])([CH3:59])[CH3:58])[O:51][C:52]([CH3:55])([CH3:54])[CH3:53])C.OO.S(S([O-])=O)([O-])(=O)=[O:66].[Na+].[Na+].C(=O)([O-])O.[Na+]. (7) Given the product [O:51]=[C:50]([N:52]1[CH2:53][CH2:54][CH:55]([O:58][C:59]2[CH:64]=[CH:63][CH:62]=[C:61]([C:65]([F:68])([F:66])[F:67])[CH:60]=2)[CH2:56][CH2:57]1)[CH2:49][NH:48][C:21](=[O:23])[C:20]1[CH:19]=[CH:18][C:17]([C:15]([N:10]2[CH2:11][CH2:12][CH2:13][CH2:14]2)=[O:16])=[CH:25][CH:24]=1, predict the reactants needed to synthesize it. The reactants are: CCN(C(C)C)C(C)C.[N:10]1([C:15]([C:17]2[CH:25]=[CH:24][C:20]([C:21]([OH:23])=O)=[CH:19][CH:18]=2)=[O:16])[CH2:14][CH2:13][CH2:12][CH2:11]1.C1C=CC2N(O)N=NC=2C=1.CCN=C=NCCCN(C)C.Cl.[NH2:48][CH2:49][C:50]([N:52]1[CH2:57][CH2:56][CH:55]([O:58][C:59]2[CH:64]=[CH:63][CH:62]=[C:61]([C:65]([F:68])([F:67])[F:66])[CH:60]=2)[CH2:54][CH2:53]1)=[O:51]. (8) Given the product [C:1]([O:5][C:6](=[O:25])[NH:7][C:8]1[CH:13]=[C:12]([N:14]([CH2:16][CH:17]([CH3:18])[CH3:19])[CH3:15])[C:11]([C:20]#[N:21])=[CH:10][C:9]=1[NH2:22])([CH3:3])([CH3:4])[CH3:2], predict the reactants needed to synthesize it. The reactants are: [C:1]([O:5][C:6](=[O:25])[NH:7][C:8]1[CH:13]=[C:12]([N:14]([CH2:16][CH:17]([CH3:19])[CH3:18])[CH3:15])[C:11]([C:20]#[N:21])=[CH:10][C:9]=1[N+:22]([O-])=O)([CH3:4])([CH3:3])[CH3:2].O.O.Cl[Sn]Cl. (9) Given the product [CH3:1][O:2][C:3](=[O:21])[C:4]1[CH:5]=[C:6]([C:17]([F:19])([F:20])[F:18])[CH:7]=[C:8]([SH:10])[CH:9]=1, predict the reactants needed to synthesize it. The reactants are: [CH3:1][O:2][C:3](=[O:21])[C:4]1[CH:9]=[C:8]([S:10]CC[Si](C)(C)C)[CH:7]=[C:6]([C:17]([F:20])([F:19])[F:18])[CH:5]=1.[F-].C([N+](CCCC)(CCCC)CCCC)CCC.Cl.C(OCC)(=O)C.